From a dataset of Peptide-MHC class II binding affinity with 134,281 pairs from IEDB. Regression. Given a peptide amino acid sequence and an MHC pseudo amino acid sequence, predict their binding affinity value. This is MHC class II binding data. The peptide sequence is SHHYIRVGNETGLEL. The MHC is DRB3_0101 with pseudo-sequence DRB3_0101. The binding affinity (normalized) is 0.